Dataset: Forward reaction prediction with 1.9M reactions from USPTO patents (1976-2016). Task: Predict the product of the given reaction. Given the reactants [Br:1][C:2]1[CH:7]=[CH:6][C:5]([N:8]2[C:12](=[O:13])[NH:11][N:10]=[CH:9]2)=[C:4]([F:14])[CH:3]=1.[H-].[Na+].Br[CH2:18][CH2:19][NH:20][C:21](=[O:23])[CH3:22], predict the reaction product. The product is: [Br:1][C:2]1[CH:7]=[CH:6][C:5]([N:8]2[C:12](=[O:13])[N:11]([CH2:18][CH2:19][NH:20][C:21](=[O:23])[CH3:22])[N:10]=[CH:9]2)=[C:4]([F:14])[CH:3]=1.